Dataset: Catalyst prediction with 721,799 reactions and 888 catalyst types from USPTO. Task: Predict which catalyst facilitates the given reaction. (1) Reactant: Cl.[NH2:2][CH2:3][C:4]1[CH:9]=[C:8]([F:10])[C:7]([NH:11][S:12]([CH3:15])(=[O:14])=[O:13])=[C:6]([C:16]#[CH:17])[CH:5]=1.CN1CCOCC1.[CH2:25]([N:27]([CH2:43][CH3:44])[C:28]1[C:33]([CH:34]=[CH:35][C:36](O)=[O:37])=[CH:32][CH:31]=[C:30]([C:39]([F:42])([F:41])[F:40])[N:29]=1)[CH3:26].O.[Cl-].COC1N=C(OC)N=C([N+]2(C)CCOCC2)N=1. Product: [CH2:43]([N:27]([CH2:25][CH3:26])[C:28]1[C:33]([CH:34]=[CH:35][C:36]([NH:2][CH2:3][C:4]2[CH:9]=[C:8]([F:10])[C:7]([NH:11][S:12]([CH3:15])(=[O:14])=[O:13])=[C:6]([C:16]#[CH:17])[CH:5]=2)=[O:37])=[CH:32][CH:31]=[C:30]([C:39]([F:42])([F:40])[F:41])[N:29]=1)[CH3:44]. The catalyst class is: 1. (2) Reactant: C(=O)([O-])[O-].[Na+].[Na+].Cl[CH2:8][C:9]1[CH:14]=[CH:13][CH:12]=[CH:11][C:10]=1[O:15][CH3:16].[C:17]1([N:23]2[C:27]([SH:28])=[N:26][N:25]=[N:24]2)[CH:22]=[CH:21][CH:20]=[CH:19][CH:18]=1. Product: [CH3:16][O:15][C:10]1[CH:11]=[CH:12][CH:13]=[CH:14][C:9]=1[CH2:8][S:28][C:27]1[N:23]([C:17]2[CH:22]=[CH:21][CH:20]=[CH:19][CH:18]=2)[N:24]=[N:25][N:26]=1. The catalyst class is: 18. (3) Reactant: Cl.[N:2]1([C:8]([C:10]2[C:11]3[CH2:28][S:27](=[O:30])(=[O:29])[C:26]4[CH:25]=[CH:24][CH:23]=[CH:22][C:21]=4[C:12]=3[N:13]([CH:15]3[CH2:20][CH2:19][NH:18][CH2:17][CH2:16]3)[N:14]=2)=[O:9])[CH2:7][CH2:6][O:5][CH2:4][CH2:3]1.[Cl:31][CH2:32][CH:33]=O.C(O[BH-](OC(=O)C)OC(=O)C)(=O)C.[Na+]. Product: [Cl:31][CH2:32][CH2:33][N:18]1[CH2:19][CH2:20][CH:15]([N:13]2[C:12]3[C:21]4[CH:22]=[CH:23][CH:24]=[CH:25][C:26]=4[S:27](=[O:30])(=[O:29])[CH2:28][C:11]=3[C:10]([C:8]([N:2]3[CH2:3][CH2:4][O:5][CH2:6][CH2:7]3)=[O:9])=[N:14]2)[CH2:16][CH2:17]1. The catalyst class is: 279. (4) Reactant: [Cl:1][C:2]1[CH:11]=[CH:10][C:9]2[C:8]([NH2:12])=[C:7]([Cl:13])[CH:6]=[CH:5][C:4]=2[N:3]=1.[C:14]12([CH2:24][C:25](O)=[O:26])[CH2:23][CH:18]3[CH2:19][CH:20]([CH2:22][CH:16]([CH2:17]3)[CH2:15]1)[CH2:21]2.C1CN([P+](Br)(N2CCCC2)N2CCCC2)CC1.F[P-](F)(F)(F)(F)F. Product: [C:14]12([CH2:24][C:25]([NH:12][C:8]3[C:7]([Cl:13])=[CH:6][CH:5]=[C:4]4[C:9]=3[CH:10]=[CH:11][C:2]([Cl:1])=[N:3]4)=[O:26])[CH2:21][CH:20]3[CH2:19][CH:18]([CH2:17][CH:16]([CH2:22]3)[CH2:15]1)[CH2:23]2. The catalyst class is: 179. (5) Reactant: [Br:1][C:2]1[C:22]([O:23][CH3:24])=[C:21]([O:25][CH3:26])[C:20]([O:27][CH3:28])=[CH:19][C:3]=1[CH2:4][N:5]1[CH:13]=[N:12][C:11]2[C:6]1=[N:7][C:8]([NH:15][C:16](=[O:18])[CH3:17])=[N:9][C:10]=2[Cl:14].[H-].[Na+].[CH3:31]I. Product: [Br:1][C:2]1[C:22]([O:23][CH3:24])=[C:21]([O:25][CH3:26])[C:20]([O:27][CH3:28])=[CH:19][C:3]=1[CH2:4][N:5]1[CH:13]=[N:12][C:11]2[C:6]1=[N:7][C:8]([N:15]([CH3:31])[C:16](=[O:18])[CH3:17])=[N:9][C:10]=2[Cl:14]. The catalyst class is: 3. (6) Reactant: [C:1]([NH:5][C:6]1[N:7]=[C:8]([Cl:17])[CH:9]=[C:10]2[C:15]=1[C:14](=[O:16])[NH:13][CH:12]=[CH:11]2)([CH3:4])([CH3:3])[CH3:2].Br[CH2:19][CH2:20][OH:21].C([O-])([O-])=O.[Cs+].[Cs+].[Na+].[I-]. Product: [C:1]([NH:5][C:6]1[N:7]=[C:8]([Cl:17])[CH:9]=[C:10]2[C:15]=1[C:14](=[O:16])[N:13]([CH2:19][CH2:20][OH:21])[CH:12]=[CH:11]2)([CH3:4])([CH3:2])[CH3:3]. The catalyst class is: 3.